Dataset: Full USPTO retrosynthesis dataset with 1.9M reactions from patents (1976-2016). Task: Predict the reactants needed to synthesize the given product. Given the product [CH3:1][O:2][C:3](=[O:36])[C@@H:4]([NH:23][C:24]([C:26]1([CH2:31][CH2:32][NH2:33])[CH2:27][CH2:28][CH2:29][CH2:30]1)=[O:25])[CH2:5][C:6]1[CH:7]=[CH:8][C:9]([NH:12][C:13](=[O:22])[C:14]2[C:15]([Cl:21])=[CH:16][CH:17]=[CH:18][C:19]=2[Cl:20])=[CH:10][CH:11]=1, predict the reactants needed to synthesize it. The reactants are: [CH3:1][O:2][C:3](=[O:36])[C@@H:4]([NH:23][C:24]([C:26]1([CH2:31][CH2:32][N:33]=[N+]=[N-])[CH2:30][CH2:29][CH2:28][CH2:27]1)=[O:25])[CH2:5][C:6]1[CH:11]=[CH:10][C:9]([NH:12][C:13](=[O:22])[C:14]2[C:19]([Cl:20])=[CH:18][CH:17]=[CH:16][C:15]=2[Cl:21])=[CH:8][CH:7]=1.CP(C)C.O.